This data is from Forward reaction prediction with 1.9M reactions from USPTO patents (1976-2016). The task is: Predict the product of the given reaction. (1) Given the reactants C(OC([N:8]1[CH2:13][CH2:12][CH:11]([CH2:14][O:15][C:16]2[C:20]3[C:21]([O:25][C@@H:26]4[CH2:30][CH2:29][O:28][CH2:27]4)=[CH:22][CH:23]=[CH:24][C:19]=3[O:18][N:17]=2)[CH2:10][CH2:9]1)=O)(C)(C)C.Cl, predict the reaction product. The product is: [NH:8]1[CH2:9][CH2:10][CH:11]([CH2:14][O:15][C:16]2[C:20]3[C:21]([O:25][C@@H:26]4[CH2:30][CH2:29][O:28][CH2:27]4)=[CH:22][CH:23]=[CH:24][C:19]=3[O:18][N:17]=2)[CH2:12][CH2:13]1. (2) Given the reactants CON(C)[C:4]([C:6]1[C:15](=[O:16])[C:14]2[C:9](=[CH:10][CH:11]=[CH:12][CH:13]=2)[N:8]([CH2:17][C:18]2[CH:23]=[CH:22][CH:21]=[C:20]([Br:24])[N:19]=2)[CH:7]=1)=[O:5], predict the reaction product. The product is: [Br:24][C:20]1[N:19]=[C:18]([CH2:17][N:8]2[C:9]3[C:14](=[CH:13][CH:12]=[CH:11][CH:10]=3)[C:15](=[O:16])[C:6]([C:4]([C:9]3[CH:14]=[CH:15][C:6]([CH3:4])=[CH:7][N:8]=3)=[O:5])=[CH:7]2)[CH:23]=[CH:22][CH:21]=1. (3) Given the reactants [CH3:1][C:2]([CH3:10])=[CH:3][C:4]1[CH:9]=[CH:8][CH:7]=[CH:6][N:5]=1, predict the reaction product. The product is: [CH2:3]([CH:4]1[CH2:9][CH2:8][CH2:7][CH2:6][NH:5]1)[CH:2]([CH3:10])[CH3:1]. (4) Given the reactants C([O:4][C@@H:5]([CH3:43])[C:6]([N:8]([C@@H:16]([C:23]1[N:24]([CH2:36][C:37]2[CH:42]=[CH:41][CH:40]=[CH:39][CH:38]=2)[CH:25]=[C:26]([C:28]2[CH:33]=[C:32]([F:34])[CH:31]=[CH:30][C:29]=2[F:35])[N:27]=1)[CH:17]1[CH2:22][CH2:21][O:20][CH2:19][CH2:18]1)[CH2:9][C@H:10]1[C@@H:14]([F:15])[CH2:13][NH:12][CH2:11]1)=[O:7])(=O)C.C([O-])([O-])=O.[K+].[K+], predict the reaction product. The product is: [CH2:36]([N:24]1[CH:25]=[C:26]([C:28]2[CH:33]=[C:32]([F:34])[CH:31]=[CH:30][C:29]=2[F:35])[N:27]=[C:23]1[C@@H:16]([CH:17]1[CH2:22][CH2:21][O:20][CH2:19][CH2:18]1)[N:8]([CH2:9][C@H:10]1[C@@H:14]([F:15])[CH2:13][NH:12][CH2:11]1)[C:6](=[O:7])[C@@H:5]([OH:4])[CH3:43])[C:37]1[CH:38]=[CH:39][CH:40]=[CH:41][CH:42]=1. (5) Given the reactants [Cl:1][C:2]1[CH:10]=[CH:9][CH:8]=[C:7]([Si:11]([CH3:14])([CH3:13])[CH3:12])[C:3]=1[C:4]([NH2:6])=[O:5].Cl[C:16]1[CH:24]=[CH:23][CH:22]=[C:21]([Si](C)(C)C)[C:17]=1[C:18](Cl)=O.[OH-].[NH4+].C(=O)C1C=CC=CC=1.[NH:39]1[C:43]2[CH:44]=[CH:45][CH:46]=[CH:47][C:42]=2[N:41]=[N:40]1, predict the reaction product. The product is: [N:39]1([CH:18]([C:17]2[CH:21]=[CH:22][CH:23]=[CH:24][CH:16]=2)[NH:6][C:4](=[O:5])[C:3]2[C:7]([Si:11]([CH3:14])([CH3:13])[CH3:12])=[CH:8][CH:9]=[CH:10][C:2]=2[Cl:1])[C:43]2[CH:44]=[CH:45][CH:46]=[CH:47][C:42]=2[N:41]=[N:40]1.